Task: Predict the reaction yield, written as a fraction of the theoretical maximum amount of product (1.0 means a 100% yield; for example, 0.34 means a 34% yield).. Dataset: Reaction yield outcomes from USPTO patents with 853,638 reactions (1) The reactants are [Cl:1][C:2]1[CH:3]=[CH:4][C:5]([O:37][CH3:38])=[C:6]([C:8]2([F:36])[C:16]3[C:11](=[CH:12][C:13]([C:17]([F:20])([F:19])[F:18])=[CH:14][CH:15]=3)[N:10]([CH2:21][O:22][P:23](=[O:34])([O:29]C(C)(C)C)[O:24]C(C)(C)C)[C:9]2=[O:35])[CH:7]=1.FC(F)(F)C(O)=O.[C:46]([NH2:50])([CH3:49])([CH3:48])[CH3:47]. The catalyst is ClCCl. The product is [C:46]([NH2+:50][C:6]([CH3:8])([CH3:7])[CH3:5])([CH3:49])([CH3:48])[CH3:47].[Cl:1][C:2]1[CH:3]=[CH:4][C:5]([O:37][CH3:38])=[C:6]([C@@:8]2([F:36])[C:16]3[C:11](=[CH:12][C:13]([C:17]([F:20])([F:19])[F:18])=[CH:14][CH:15]=3)[N:10]([CH2:21][O:22][P:23](=[O:24])([O-:29])[O-:34])[C:9]2=[O:35])[CH:7]=1.[C:46]([NH2+:50][C:6]([CH3:8])([CH3:7])[CH3:5])([CH3:49])([CH3:48])[CH3:47]. The yield is 0.190. (2) The reactants are I[C:2]1[CH:7]=[CH:6][C:5]([O:8][CH3:9])=[CH:4][C:3]=1[OH:10].CN(C)C(N(C)C)=N.[CH:19]#[C:20][CH3:21].[Na+].[Cl-]. The catalyst is [Cu]I.CN(C=O)C. The product is [CH3:9][O:8][C:5]1[CH:6]=[CH:7][C:2]2[CH:19]=[C:20]([CH3:21])[O:10][C:3]=2[CH:4]=1. The yield is 0.740. (3) The reactants are [NH2:1][C:2]1[C:3]([C:14]([OH:16])=O)=[N:4][C:5]2[C:10]([CH:11]=1)=[CH:9][CH:8]=[C:7]([CH2:12][CH3:13])[CH:6]=2.[NH2:17][C:18]1[C:19]([N:27]2[CH2:32][CH2:31][CH2:30][C@H:29]([NH:33]C(=O)OC(C)(C)C)[CH2:28]2)=[C:20]2[CH2:26][CH2:25][O:24][C:21]2=[N:22][CH:23]=1.CN(C(ON1N=NC2C=CC=NC1=2)=[N+](C)C)C.F[P-](F)(F)(F)(F)F.CCN(C(C)C)C(C)C. The catalyst is CN(C=O)C. The product is [NH2:1][C:2]1[C:3]([C:14]([NH:17][C:18]2[C:19]([N:27]3[CH2:32][CH2:31][CH2:30][C@H:29]([NH2:33])[CH2:28]3)=[C:20]3[CH2:26][CH2:25][O:24][C:21]3=[N:22][CH:23]=2)=[O:16])=[N:4][C:5]2[C:10]([CH:11]=1)=[CH:9][CH:8]=[C:7]([CH2:12][CH3:13])[CH:6]=2. The yield is 0.120. (4) The product is [F:1][C:2]1[CH:11]=[CH:10][C:9]([O:12][CH2:13][CH2:14][CH3:15])=[C:8]2[C:3]=1[C:4](=[O:17])[C:5]([C:27]1[CH:28]=[CH:29][O:25][CH:26]=1)=[CH:6][NH:7]2. The yield is 0.580. The catalyst is O.CO. The reactants are [F:1][C:2]1[CH:11]=[CH:10][C:9]([O:12][CH2:13][CH2:14][CH3:15])=[C:8]2[C:3]=1[C:4](=[O:17])[C:5](I)=[CH:6][NH:7]2.C1(C)C=CC=CC=1.[O:25]1[CH:29]=[CH:28][C:27](B(O)O)=[CH:26]1.C(=O)([O-])[O-].[Na+].[Na+].